From a dataset of NCI-60 drug combinations with 297,098 pairs across 59 cell lines. Regression. Given two drug SMILES strings and cell line genomic features, predict the synergy score measuring deviation from expected non-interaction effect. (1) Drug 1: C1=CC(=CC=C1CCCC(=O)O)N(CCCl)CCCl. Drug 2: C1=CC=C(C=C1)NC(=O)CCCCCCC(=O)NO. Cell line: OVCAR-4. Synergy scores: CSS=-1.15, Synergy_ZIP=-1.93, Synergy_Bliss=-6.59, Synergy_Loewe=-50.1, Synergy_HSA=-7.75. (2) Drug 1: C1CCC(C1)C(CC#N)N2C=C(C=N2)C3=C4C=CNC4=NC=N3. Drug 2: C1CCC(CC1)NC(=O)N(CCCl)N=O. Cell line: SK-MEL-5. Synergy scores: CSS=6.88, Synergy_ZIP=5.86, Synergy_Bliss=8.29, Synergy_Loewe=-11.7, Synergy_HSA=-9.36. (3) Drug 1: C1CCN(CC1)CCOC2=CC=C(C=C2)C(=O)C3=C(SC4=C3C=CC(=C4)O)C5=CC=C(C=C5)O. Drug 2: C1=C(C(=O)NC(=O)N1)N(CCCl)CCCl. Cell line: HT29. Synergy scores: CSS=27.2, Synergy_ZIP=-2.66, Synergy_Bliss=1.66, Synergy_Loewe=-1.02, Synergy_HSA=-0.996. (4) Drug 1: CC1=C(C=C(C=C1)NC(=O)C2=CC=C(C=C2)CN3CCN(CC3)C)NC4=NC=CC(=N4)C5=CN=CC=C5. Drug 2: N.N.Cl[Pt+2]Cl. Cell line: HCC-2998. Synergy scores: CSS=19.6, Synergy_ZIP=2.05, Synergy_Bliss=3.74, Synergy_Loewe=-9.80, Synergy_HSA=-1.31. (5) Drug 1: CN1CCC(CC1)COC2=C(C=C3C(=C2)N=CN=C3NC4=C(C=C(C=C4)Br)F)OC. Drug 2: CC1C(C(=O)NC(C(=O)N2CCCC2C(=O)N(CC(=O)N(C(C(=O)O1)C(C)C)C)C)C(C)C)NC(=O)C3=C4C(=C(C=C3)C)OC5=C(C(=O)C(=C(C5=N4)C(=O)NC6C(OC(=O)C(N(C(=O)CN(C(=O)C7CCCN7C(=O)C(NC6=O)C(C)C)C)C)C(C)C)C)N)C. Cell line: ACHN. Synergy scores: CSS=28.7, Synergy_ZIP=12.9, Synergy_Bliss=20.6, Synergy_Loewe=21.0, Synergy_HSA=21.0. (6) Drug 1: CC1CCCC2(C(O2)CC(NC(=O)CC(C(C(=O)C(C1O)C)(C)C)O)C(=CC3=CSC(=N3)C)C)C. Drug 2: COCCOC1=C(C=C2C(=C1)C(=NC=N2)NC3=CC=CC(=C3)C#C)OCCOC.Cl. Cell line: M14. Synergy scores: CSS=37.1, Synergy_ZIP=9.96, Synergy_Bliss=16.1, Synergy_Loewe=-32.5, Synergy_HSA=3.29. (7) Drug 2: N.N.Cl[Pt+2]Cl. Cell line: HS 578T. Drug 1: CC1=C(C=C(C=C1)NC2=NC=CC(=N2)N(C)C3=CC4=NN(C(=C4C=C3)C)C)S(=O)(=O)N.Cl. Synergy scores: CSS=2.87, Synergy_ZIP=10.1, Synergy_Bliss=12.3, Synergy_Loewe=9.73, Synergy_HSA=8.71. (8) Synergy scores: CSS=2.22, Synergy_ZIP=-1.77, Synergy_Bliss=-1.37, Synergy_Loewe=-13.9, Synergy_HSA=-3.87. Drug 2: C1C(C(OC1N2C=NC3=C2NC=NCC3O)CO)O. Cell line: MDA-MB-435. Drug 1: COC1=CC(=CC(=C1O)OC)C2C3C(COC3=O)C(C4=CC5=C(C=C24)OCO5)OC6C(C(C7C(O6)COC(O7)C8=CC=CS8)O)O. (9) Drug 1: CN(C)N=NC1=C(NC=N1)C(=O)N. Cell line: TK-10. Synergy scores: CSS=-1.30, Synergy_ZIP=0.112, Synergy_Bliss=-1.09, Synergy_Loewe=-2.13, Synergy_HSA=-2.44. Drug 2: CC1=C(C(CCC1)(C)C)C=CC(=CC=CC(=CC(=O)O)C)C.